From a dataset of Forward reaction prediction with 1.9M reactions from USPTO patents (1976-2016). Predict the product of the given reaction. Given the reactants [OH:1][C@:2]12[C:9](=[O:10])[O:8][C@H:6]([CH2:7]1)[C@H:5]([OH:11])[C:4]([O:12][CH2:13][C:14]1[CH:18]=[CH:17][S:16][CH:15]=1)=[CH:3]2.[K+].[Br-].[OH-:21].[Na+:22], predict the reaction product. The product is: [OH:1][C@:2]1([C:9]([O-:8])=[O:10])[CH2:7][C@@H:6]([OH:21])[C@H:5]([OH:11])[C:4]([O:12][CH2:13][C:14]2[CH:18]=[CH:17][S:16][CH:15]=2)=[CH:3]1.[Na+:22].